This data is from Catalyst prediction with 721,799 reactions and 888 catalyst types from USPTO. The task is: Predict which catalyst facilitates the given reaction. The catalyst class is: 1. Reactant: [Br:1][C:2]1[CH:3]=[C:4]2[C:15](=[CH:16][CH:17]=1)[O:14][C:7]1[C:8]([F:13])=[N:9][C:10]([Cl:12])=[CH:11][C:6]=1[C:5]2([CH3:19])O.Cl.O1CCOCC1.C([O-])([O-])=O.[K+].[K+]. Product: [Br:1][C:2]1[CH:3]=[C:4]2[C:15](=[CH:16][CH:17]=1)[O:14][C:7]1[C:8]([F:13])=[N:9][C:10]([Cl:12])=[CH:11][C:6]=1[C:5]2=[CH2:19].